From a dataset of Full USPTO retrosynthesis dataset with 1.9M reactions from patents (1976-2016). Predict the reactants needed to synthesize the given product. (1) Given the product [P:21]([O-:24])([O-:23])([O:20][CH2:19][C@H:18]([OH:25])[CH2:17][C@H:16]([N:26]([CH3:39])[C:27]([NH:29][CH2:30][C:31]1[CH:36]=[CH:35][CH:34]=[C:33]([F:37])[C:32]=1[Cl:38])=[O:28])[CH2:15][O:14][C:13](=[O:40])[NH:12][C:10]1[O:9][N:8]=[C:7]([C:1]2[CH:6]=[CH:5][CH:4]=[CH:3][CH:2]=2)[CH:11]=1)=[O:22].[Na+:42].[Na+:42], predict the reactants needed to synthesize it. The reactants are: [C:1]1([C:7]2[CH:11]=[C:10]([NH:12][C:13](=[O:40])[O:14][CH2:15][C@@H:16]([N:26]([CH3:39])[C:27]([NH:29][CH2:30][C:31]3[CH:36]=[CH:35][CH:34]=[C:33]([F:37])[C:32]=3[Cl:38])=[O:28])[CH2:17][C@@H:18]([OH:25])[CH2:19][O:20][P:21]([OH:24])([OH:23])=[O:22])[O:9][N:8]=2)[CH:6]=[CH:5][CH:4]=[CH:3][CH:2]=1.[OH-].[Na+:42]. (2) Given the product [Cl:1][C:2]1[CH:3]=[C:4]([NH:9][C:10]2[C:19]3[C:14](=[CH:15][C:16]([O:21][CH3:22])=[C:17]([O:20][CH2:30][CH2:31][CH2:32][Cl:33])[CH:18]=3)[N:13]=[CH:12][N:11]=2)[CH:5]=[CH:6][C:7]=1[F:8], predict the reactants needed to synthesize it. The reactants are: [Cl:1][C:2]1[CH:3]=[C:4]([NH:9][C:10]2[C:19]3[C:14](=[CH:15][C:16]([O:21][CH3:22])=[C:17]([OH:20])[CH:18]=3)[N:13]=[CH:12][N:11]=2)[CH:5]=[CH:6][C:7]=1[F:8].C([O-])([O-])=O.[K+].[K+].Br[CH2:30][CH2:31][CH2:32][Cl:33].CN(C=O)C. (3) The reactants are: [CH2:1]([C:5]1[CH:6]=[C:7]2[C:12](=[C:13]([O:15][CH:16]3[CH2:21][CH2:20][NH:19][CH2:18][CH2:17]3)[CH:14]=1)[N:11]=[CH:10][CH:9]=[CH:8]2)[CH2:2][CH2:3][CH3:4].[I-].[Na+].C(=O)(O)[O-].[Na+].[CH3:29][S:30]([CH2:33][CH2:34][CH2:35]Br)(=[O:32])=[O:31].CS(CCC[Cl:44])(=O)=O. Given the product [ClH:44].[ClH:44].[CH2:1]([C:5]1[CH:6]=[C:7]2[C:12](=[C:13]([O:15][CH:16]3[CH2:17][CH2:18][N:19]([CH2:35][CH2:34][CH2:33][S:30]([CH3:29])(=[O:32])=[O:31])[CH2:20][CH2:21]3)[CH:14]=1)[N:11]=[CH:10][CH:9]=[CH:8]2)[CH2:2][CH2:3][CH3:4], predict the reactants needed to synthesize it. (4) The reactants are: [NH2:1][NH:2][C:3]([C:5]1[CH:10]=[CH:9][CH:8]=[CH:7][N:6]=1)=[NH:4].[CH3:11][O:12][C:13]1[CH:20]=[CH:19][C:16]([CH:17]=O)=[C:15]([OH:21])[CH:14]=1. Given the product [CH3:11][O:12][C:13]1[CH:20]=[CH:19][C:16]([C:17]2[NH:1][N:2]=[C:3]([C:5]3[CH:10]=[CH:9][CH:8]=[CH:7][N:6]=3)[N:4]=2)=[C:15]([OH:21])[CH:14]=1, predict the reactants needed to synthesize it. (5) The reactants are: CC(C)([O-])C.[K+].[F:7][C:8]([F:12])([F:11])[CH2:9][OH:10].Cl[C:14]1[N:19]=[CH:18][C:17]([C:20](=[O:22])[CH3:21])=[CH:16][C:15]=1[O:23][CH3:24].[Cl-].[NH4+]. Given the product [CH3:24][O:23][C:15]1[CH:16]=[C:17]([C:20](=[O:22])[CH3:21])[CH:18]=[N:19][C:14]=1[O:10][CH2:9][C:8]([F:12])([F:11])[F:7], predict the reactants needed to synthesize it.